From a dataset of Reaction yield outcomes from USPTO patents with 853,638 reactions. Predict the reaction yield, written as a fraction of the theoretical maximum amount of product (1.0 means a 100% yield; for example, 0.34 means a 34% yield). (1) The reactants are [N:1]1([C:7]2[CH:13]=[CH:12][C:10]([NH2:11])=[CH:9][CH:8]=2)[CH2:6][CH2:5][O:4][CH2:3][CH2:2]1.[CH2:14]([N:18]1[C:22](=[O:23])[C:21](Cl)=[C:20]([C:25]2[CH:30]=[CH:29][CH:28]=[C:27]([Cl:31])[CH:26]=2)[S:19]1(=[O:33])=[O:32])[CH2:15][CH2:16][CH3:17]. The catalyst is CN(C=O)C. The product is [CH2:14]([N:18]1[C:22](=[O:23])[C:21]([NH:11][C:10]2[CH:12]=[CH:13][C:7]([N:1]3[CH2:2][CH2:3][O:4][CH2:5][CH2:6]3)=[CH:8][CH:9]=2)=[C:20]([C:25]2[CH:30]=[CH:29][CH:28]=[C:27]([Cl:31])[CH:26]=2)[S:19]1(=[O:32])=[O:33])[CH2:15][CH2:16][CH3:17]. The yield is 0.620. (2) The reactants are [CH:1]([C:4]1([C:12]2[CH:17]=[CH:16][CH:15]=[CH:14][CH:13]=2)[NH:8][C:7](=S)[N:6]([CH3:10])[C:5]1=[O:11])([CH3:3])[CH3:2].[OH-].[NH4+].C(OO)(C)(C)C.C(#[N:28])C.O.[C:30]([OH:36])([C:32]([F:35])([F:34])[F:33])=[O:31]. The catalyst is CO. The product is [F:33][C:32]([F:35])([F:34])[C:30]([OH:36])=[O:31].[NH2:28][C:7]1[N:6]([CH3:10])[C:5](=[O:11])[C:4]([CH:1]([CH3:3])[CH3:2])([C:12]2[CH:17]=[CH:16][CH:15]=[CH:14][CH:13]=2)[N:8]=1. The yield is 0.530. (3) The reactants are BrBr.[F:3][C:4]1[CH:9]=[C:8]([CH2:10][C:11]([C:13]2[CH:18]=[CH:17][CH:16]=[C:15]([CH3:19])[CH:14]=2)=O)[CH:7]=[CH:6][N:5]=1.[CH3:20][S:21][C:22]1[CH:30]=[CH:29][C:25]([C:26]([NH2:28])=[S:27])=[CH:24][CH:23]=1.C(=O)([O-])O.[Na+]. The catalyst is C(O)(=O)C. The product is [F:3][C:4]1[CH:9]=[C:8]([C:10]2[S:27][C:26]([C:25]3[CH:29]=[CH:30][C:22]([S:21][CH3:20])=[CH:23][CH:24]=3)=[N:28][C:11]=2[C:13]2[CH:18]=[CH:17][CH:16]=[C:15]([CH3:19])[CH:14]=2)[CH:7]=[CH:6][N:5]=1. The yield is 0.230. (4) The reactants are [CH3:1][N:2]([CH3:15])[C:3]1[N:10]=[C:9]([C:11]([F:14])([F:13])[F:12])[CH:8]=[CH:7][C:4]=1[CH:5]=O.[N+:16]([CH3:19])([O-:18])=[O:17].Cl.CN.C([O-])(=O)C.[Na+]. No catalyst specified. The product is [CH3:1][N:2]([CH3:15])[C:3]1[C:4](/[CH:5]=[CH:19]/[N+:16]([O-:18])=[O:17])=[CH:7][CH:8]=[C:9]([C:11]([F:14])([F:13])[F:12])[N:10]=1. The yield is 0.668. (5) The reactants are [O:1]=[C:2]1[C:10]2[CH:9]=[C:8]([C:11]([OH:13])=[O:12])[S:7][C:6]=2[CH2:5][CH2:4][CH2:3]1.C1CCCCC1.ClC(Cl)(Cl)C(=N)O[C:24]([CH3:27])([CH3:26])[CH3:25]. The catalyst is B(F)(F)F.CCOCC.ClCCl. The product is [C:24]([O:12][C:11]([C:8]1[S:7][C:6]2[CH2:5][CH2:4][CH2:3][C:2](=[O:1])[C:10]=2[CH:9]=1)=[O:13])([CH3:27])([CH3:26])[CH3:25]. The yield is 0.890. (6) The reactants are [CH3:1][N:2]([CH3:6])[C:3](Cl)=[O:4].[CH2:7]([O:9][C:10]([C:12]1[C:18]2[NH:19][C:20]3[CH:21]=[C:22]([OH:26])[CH:23]=[CH:24][C:25]=3[C:17]=2[C:16]([CH3:28])([CH3:27])[CH2:15][N:14]([C:29](=[O:37])[C:30]2[CH:35]=[CH:34][C:33]([F:36])=[CH:32][CH:31]=2)[CH:13]=1)=[O:11])[CH3:8].C(N(CC)CC)C. The catalyst is CN(C)C1C=CN=CC=1.C(Cl)Cl. The product is [CH2:7]([O:9][C:10]([C:12]1[C:18]2[NH:19][C:20]3[CH:21]=[C:22]([O:26][C:3](=[O:4])[N:2]([CH3:6])[CH3:1])[CH:23]=[CH:24][C:25]=3[C:17]=2[C:16]([CH3:28])([CH3:27])[CH2:15][N:14]([C:29](=[O:37])[C:30]2[CH:35]=[CH:34][C:33]([F:36])=[CH:32][CH:31]=2)[CH:13]=1)=[O:11])[CH3:8]. The yield is 0.740. (7) The reactants are [N+:1]([C:4]1[C:14]([N+]([O-])=O)=[CH:13][C:12]2[CH:11]3[CH2:18][CH:7]([CH2:8][N:9]([C:19](=[O:24])[C:20]([F:23])([F:22])[F:21])[CH2:10]3)[C:6]=2[CH:5]=1)([O-:3])=[O:2].C([O-])(=[O:27])C.[K+]. The catalyst is CS(C)=O.O. The product is [F:21][C:20]([F:23])([F:22])[C:19]([N:9]1[CH2:10][CH:11]2[CH2:18][CH:7]([C:6]3[CH:5]=[C:4]([N+:1]([O-:3])=[O:2])[C:14]([OH:27])=[CH:13][C:12]=32)[CH2:8]1)=[O:24]. The yield is 0.700. (8) The reactants are [CH3:1][C:2]1[C:6]([CH2:7][N:8]2[CH:12]=[C:11]([N:13]3[C:17](=[O:18])[N:16](C(OCC)=O)[N:15]([CH3:24])[C:14]3=[O:25])[CH:10]=[N:9]2)=[C:5]([CH3:26])[O:4][N:3]=1.CN(C=O)C.C(#N)C.Cl. The catalyst is CO. The product is [CH3:1][C:2]1[C:6]([CH2:7][N:8]2[CH:12]=[C:11]([N:13]3[C:14](=[O:25])[N:15]([CH3:24])[NH:16][C:17]3=[O:18])[CH:10]=[N:9]2)=[C:5]([CH3:26])[O:4][N:3]=1. The yield is 0.890. (9) The reactants are [N:1]12[CH2:8][CH2:7][C:4]([C:9]([C:17]3[CH:22]=[CH:21][CH:20]=[CH:19][CH:18]=3)([C:11]3[CH:16]=[CH:15][CH:14]=[CH:13][CH:12]=3)[OH:10])([CH2:5][CH2:6]1)[CH2:3][CH2:2]2.[F:23][C:24]1[CH:29]=[CH:28][C:27]([O:30][CH2:31][CH2:32][CH2:33][Br:34])=[CH:26][CH:25]=1. The catalyst is CC#N. The product is [Br-:34].[F:23][C:24]1[CH:29]=[CH:28][C:27]([O:30][CH2:31][CH2:32][CH2:33][N+:1]23[CH2:6][CH2:5][C:4]([C:9]([OH:10])([C:17]4[CH:22]=[CH:21][CH:20]=[CH:19][CH:18]=4)[C:11]4[CH:12]=[CH:13][CH:14]=[CH:15][CH:16]=4)([CH2:3][CH2:2]2)[CH2:7][CH2:8]3)=[CH:26][CH:25]=1. The yield is 0.437. (10) The reactants are C([Mg]Cl)(C)C.I[C:7]1[C:8]2[CH:15]=[CH:14][N:13]([CH2:16][O:17][CH2:18][CH2:19][Si:20]([CH3:23])([CH3:22])[CH3:21])[C:9]=2[N:10]=[CH:11][N:12]=1.CC1C=CC=C(C)C=1[Mg]Br.CON(C)[C:37]([CH:39]1[CH2:44][CH2:43][CH2:42][N:41]([C:45]([O:47][CH2:48][C:49]2[CH:54]=[CH:53][CH:52]=[CH:51][CH:50]=2)=[O:46])[CH2:40]1)=[O:38].[Cl-].[NH4+]. The catalyst is O1CCCC1. The product is [CH3:21][Si:20]([CH3:23])([CH3:22])[CH2:19][CH2:18][O:17][CH2:16][N:13]1[C:9]2[N:10]=[CH:11][N:12]=[C:7]([C:37]([CH:39]3[CH2:44][CH2:43][CH2:42][N:41]([C:45]([O:47][CH2:48][C:49]4[CH:50]=[CH:51][CH:52]=[CH:53][CH:54]=4)=[O:46])[CH2:40]3)=[O:38])[C:8]=2[CH:15]=[CH:14]1. The yield is 0.410.